From a dataset of Full USPTO retrosynthesis dataset with 1.9M reactions from patents (1976-2016). Predict the reactants needed to synthesize the given product. (1) Given the product [F:1][C:2]1[CH:3]=[CH:4][C:5]([C@:8]2([CH2:30][CH2:31][CH2:32][OH:33])[O:13][C:12](=[O:14])[N:11]([C@H:15]([C:17]3[CH:22]=[CH:21][C:20]([C:23]4[N:24]=[CH:25][N:26]([CH3:34])[C:27](=[O:29])[CH:28]=4)=[CH:19][CH:18]=3)[CH3:16])[CH2:10][CH2:9]2)=[CH:6][CH:7]=1, predict the reactants needed to synthesize it. The reactants are: [F:1][C:2]1[CH:7]=[CH:6][C:5]([C@:8]2([CH2:30][CH2:31][CH2:32][OH:33])[O:13][C:12](=[O:14])[N:11]([C@H:15]([C:17]3[CH:22]=[CH:21][C:20]([C:23]4[N:24]=[CH:25][NH:26][C:27](=[O:29])[CH:28]=4)=[CH:19][CH:18]=3)[CH3:16])[CH2:10][CH2:9]2)=[CH:4][CH:3]=1.[CH3:34]C([Si](Cl)(C)C)(C)C.[H-].[Na+].CI.[N+](CC)(CC)(CC)CC.[F-]. (2) The reactants are: F[C:2]1[CH:7]=[CH:6][C:5]([N+:8]([O-:10])=[O:9])=[CH:4][CH:3]=1.C(=O)([O-])[O-].[K+].[K+].[NH:17]1[CH2:22][CH2:21][NH:20][CH2:19][C:18]1=[O:23]. Given the product [N+:8]([C:5]1[CH:6]=[CH:7][C:2]([N:20]2[CH2:21][CH2:22][NH:17][C:18](=[O:23])[CH2:19]2)=[CH:3][CH:4]=1)([O-:10])=[O:9], predict the reactants needed to synthesize it. (3) Given the product [CH3:1][O:2][CH2:3][CH2:4][CH2:5][O:6][C:7]1[CH:8]=[C:9]([CH:28]=[CH:29][C:30]=1[O:31][CH3:32])[CH2:10][C@H:11]([CH:25]([CH3:27])[CH3:26])[CH2:12][C@H:13]1[C@H:14]([CH2:16][NH:43][S:40]([CH2:39][C:33]2[CH:34]=[CH:35][CH:36]=[CH:37][CH:38]=2)(=[O:41])=[O:42])[O:19][C:18](=[O:24])[NH:17]1, predict the reactants needed to synthesize it. The reactants are: [CH3:1][O:2][CH2:3][CH2:4][CH2:5][O:6][C:7]1[CH:8]=[C:9]([CH:28]=[CH:29][C:30]=1[O:31][CH3:32])[CH2:10][C@H:11]([CH:25]([CH3:27])[CH3:26])[CH2:12][CH:13]([NH:17][C:18](=[O:24])[O:19]C(C)(C)C)[CH:14]1[CH2:16]O1.[C:33]1([CH2:39][S:40]([NH2:43])(=[O:42])=[O:41])[CH:38]=[CH:37][CH:36]=[CH:35][CH:34]=1.CC(O)(C)C.Cl. (4) Given the product [CH3:50][O:51][C:48](=[O:49])[C:2]1[CH:7]=[C:6]([C:8]2[N:12]([CH3:13])[N:11]=[N:10][N:9]=2)[CH:5]=[C:4]([NH:14][C:15]([CH:17]2[CH2:21][CH2:20][C:19](=[O:22])[N:18]2[CH:23]2[CH2:28][CH2:27][N:26]([CH2:29][C:30]3[CH:35]=[CH:34][C:33]([Cl:36])=[C:32]([CH3:37])[CH:31]=3)[CH2:25][CH2:24]2)=[O:16])[CH:3]=1, predict the reactants needed to synthesize it. The reactants are: Br[C:2]1[CH:3]=[C:4]([NH:14][C:15]([CH:17]2[CH2:21][CH2:20][C:19](=[O:22])[N:18]2[CH:23]2[CH2:28][CH2:27][N:26]([CH2:29][C:30]3[CH:35]=[CH:34][C:33]([Cl:36])=[C:32]([CH3:37])[CH:31]=3)[CH2:25][CH2:24]2)=[O:16])[CH:5]=[C:6]([C:8]2[N:12]([CH3:13])[N:11]=[N:10][N:9]=2)[CH:7]=1.C(N(CC)CC)C.CN([CH:48]=[O:49])C.[CH3:50][OH:51].